From a dataset of Forward reaction prediction with 1.9M reactions from USPTO patents (1976-2016). Predict the product of the given reaction. (1) The product is: [F:28][C:24]1[CH:25]=[CH:26][CH:27]=[C:22]2[C:23]=1[CH2:29][N:11]([C:9]([C:8]1[CH:12]=[C:13]([S:16]([CH3:19])(=[O:18])=[O:17])[CH:14]=[CH:15][C:7]=1[O:6][CH:3]([CH3:5])[CH3:4])=[O:10])[CH2:21]2. Given the reactants [H-].[Na+].[CH:3]([O:6][C:7]1[CH:15]=[CH:14][C:13]([S:16]([CH3:19])(=[O:18])=[O:17])=[CH:12][C:8]=1[C:9]([NH2:11])=[O:10])([CH3:5])[CH3:4].Br[CH2:21][C:22]1[CH:27]=[CH:26][CH:25]=[C:24]([F:28])[C:23]=1[CH2:29]Br, predict the reaction product. (2) Given the reactants [C:1]([C:3]([CH3:11])([CH3:10])[CH:4]([OH:9])[CH2:5][C:6](O)=[O:7])#[N:2].Cl.C(OCC)(=O)C, predict the reaction product. The product is: [C:1]([C:3]([CH3:11])([CH3:10])[CH:4]([OH:9])[CH2:5][CH2:6][OH:7])#[N:2]. (3) Given the reactants [Li+].[OH-:2].CO[C:5](=O)[CH2:6][CH2:7][CH2:8][C:9]1[CH:13]=[C:12]([C:14]2[CH:19]=[CH:18][CH:17]=[CH:16][C:15]=2[O:20]C)[O:11][N:10]=1.Cl.[O:24]1[CH2:29]COCC1, predict the reaction product. The product is: [OH:20][C:15]1[CH:16]=[CH:17][CH:18]=[CH:19][C:14]=1[C:12]1[O:11][N:10]=[C:9]([CH2:8][CH2:7][CH2:6][CH2:5][C:29]([OH:24])=[O:2])[CH:13]=1. (4) The product is: [Cl:1][C:2]1[CH:11]=[CH:10][C:9]([NH:12][C:13]([C:15]2[N:19]([CH3:20])[N:18]=[C:17]([C:21]([F:27])([F:26])[C:22]([F:25])([F:23])[F:24])[C:16]=2[C:28]([F:29])([F:30])[F:31])=[O:14])=[CH:8][C:3]=1[C:4]([OH:6])=[O:5]. Given the reactants [Cl:1][C:2]1[CH:11]=[CH:10][C:9]([NH:12][C:13]([C:15]2[N:19]([CH3:20])[N:18]=[C:17]([C:21]([F:27])([F:26])[C:22]([F:25])([F:24])[F:23])[C:16]=2[C:28]([F:31])([F:30])[F:29])=[O:14])=[CH:8][C:3]=1[C:4]([O:6]C)=[O:5].[OH-].[Na+].Cl, predict the reaction product. (5) Given the reactants I[C:2]1[CH:7]=[CH:6][C:5]([C:8]2[N:12]=[C:11]([C:13]3[O:17][N:16]=[C:15]([C:18]4[CH:23]=[CH:22][CH:21]=[CH:20][CH:19]=4)[C:14]=3[C:24]([F:27])([F:26])[F:25])[O:10][N:9]=2)=[CH:4][C:3]=1[CH3:28].[CH2:29]([Sn](CCCC)(CCCC)C=C)[CH2:30]CC.[Cl-].[Li+], predict the reaction product. The product is: [CH3:28][C:3]1[CH:4]=[C:5]([C:8]2[N:12]=[C:11]([C:13]3[O:17][N:16]=[C:15]([C:18]4[CH:23]=[CH:22][CH:21]=[CH:20][CH:19]=4)[C:14]=3[C:24]([F:27])([F:26])[F:25])[O:10][N:9]=2)[CH:6]=[CH:7][C:2]=1[CH:29]=[CH2:30]. (6) The product is: [CH3:42][C:26]1[CH:25]=[CH:24][C:23]([NH:22][C:13]([C:12]2[CH:16]=[CH:17][C:9]([CH2:8][N:5]3[CH2:4][CH2:3][N:2]([CH3:1])[CH2:7][CH2:6]3)=[CH:10][CH:11]=2)=[O:15])=[CH:28][C:27]=1[NH:29][C:30]1[N:31]=[CH:32][CH:33]=[C:34]([C:36]2[CH:41]=[CH:40][CH:39]=[N:38][CH:37]=2)[N:43]=1. Given the reactants [CH3:1][N:2]1[CH2:7][CH2:6][N:5]([CH2:8][C:9]2[CH:17]=[CH:16][C:12]([C:13]([OH:15])=O)=[CH:11][CH:10]=2)[CH2:4][CH2:3]1.O=S(Cl)Cl.[NH2:22][C:23]1[CH:24]=[CH:25][C:26]([CH3:42])=[C:27]([NH:29][C:30]2C=[C:34]([C:36]3[CH:37]=[N:38][CH:39]=[CH:40][CH:41]=3)[CH:33]=[CH:32][N:31]=2)[CH:28]=1.[NH4+:43].[OH-], predict the reaction product. (7) Given the reactants [CH:1]1([NH:7][C:8]2[CH:13]=[CH:12][CH:11]=[CH:10][C:9]=2[N+:14]([O-])=O)[CH2:6][CH2:5][CH2:4][CH2:3][CH2:2]1.[Sn](Cl)Cl, predict the reaction product. The product is: [CH:1]1([NH:7][C:8]2[C:9]([NH2:14])=[CH:10][CH:11]=[CH:12][CH:13]=2)[CH2:6][CH2:5][CH2:4][CH2:3][CH2:2]1.